Dataset: Full USPTO retrosynthesis dataset with 1.9M reactions from patents (1976-2016). Task: Predict the reactants needed to synthesize the given product. (1) Given the product [CH2:1]([O:2][C:3](=[O:14])[CH:4]([CH:8]([CH3:13])[CH3:9])[C:5]([OH:7])=[O:6])[CH3:15], predict the reactants needed to synthesize it. The reactants are: [CH3:1][O:2][C:3](=[O:14])[CH:4]([CH:8]1[CH2:13]CCC[CH2:9]1)[C:5]([OH:7])=[O:6].[CH2:15](OC(=O)CC(C)C)C.COC(=O)CC1CCCCC1. (2) Given the product [CH3:1][O:2][C:3]([C:4]1([C:5]2[CH:10]=[CH:9][CH:8]=[C:7]([Br:11])[CH:6]=2)[CH2:17][CH2:16]1)=[O:12], predict the reactants needed to synthesize it. The reactants are: [CH3:1][O:2][C:3](=[O:12])[CH2:4][C:5]1[CH:10]=[CH:9][CH:8]=[C:7]([Br:11])[CH:6]=1.[H-].[Na+].Br[CH2:16][CH2:17]Br. (3) Given the product [N:38]1[C:39]2[C:34](=[C:33]([C:2]#[C:1][C:3]3[CH:4]=[C:5]([CH:28]=[CH:29][C:30]=3[CH3:31])[C:6]([NH:8][C:9]3[CH:14]=[CH:13][C:12]([CH2:15][N:16]4[CH2:20][CH2:19][C@@H:18]([N:21]([CH3:23])[CH3:22])[CH2:17]4)=[C:11]([C:24]([F:25])([F:27])[F:26])[CH:10]=3)=[O:7])[CH:42]=[CH:41][CH:40]=2)[CH:35]=[N:36][CH:37]=1, predict the reactants needed to synthesize it. The reactants are: [C:1]([C:3]1[CH:4]=[C:5]([CH:28]=[CH:29][C:30]=1[CH3:31])[C:6]([NH:8][C:9]1[CH:14]=[CH:13][C:12]([CH2:15][N:16]2[CH2:20][CH2:19][C@@H:18]([N:21]([CH3:23])[CH3:22])[CH2:17]2)=[C:11]([C:24]([F:27])([F:26])[F:25])[CH:10]=1)=[O:7])#[CH:2].Br[C:33]1[CH:42]=[CH:41][CH:40]=[C:39]2[C:34]=1[CH:35]=[N:36][CH:37]=[N:38]2. (4) The reactants are: C([O:3][C:4]([C:6]1[CH:7]=[N:8][C:9]2[C:14]([C:15]=1[N:16]1[CH2:21][CH2:20][N:19]([C:22]([O:24][C:25]([CH3:28])([CH3:27])[CH3:26])=[O:23])[CH2:18][CH2:17]1)=[CH:13][C:12]([Cl:29])=[C:11]([Br:30])[C:10]=2[F:31])=[O:5])C.O[Li].O.Cl. Given the product [C:25]([O:24][C:22]([N:19]1[CH2:20][CH2:21][N:16]([C:15]2[C:14]3[C:9](=[C:10]([F:31])[C:11]([Br:30])=[C:12]([Cl:29])[CH:13]=3)[N:8]=[CH:7][C:6]=2[C:4]([OH:5])=[O:3])[CH2:17][CH2:18]1)=[O:23])([CH3:28])([CH3:26])[CH3:27], predict the reactants needed to synthesize it. (5) Given the product [C:1]([N:9]1[CH2:26][CH2:25][C:12]2([CH2:17][CH2:16][NH:15][CH2:14][CH2:13]2)[CH2:11][CH2:10]1)(=[O:8])[C:2]1[CH:3]=[CH:4][CH:5]=[CH:6][CH:7]=1, predict the reactants needed to synthesize it. The reactants are: [C:1]([N:9]1[CH2:26][CH2:25][C:12]2([CH2:17][CH2:16][N:15](C(OC(C)(C)C)=O)[CH2:14][CH2:13]2)[CH2:11][CH2:10]1)(=[O:8])[C:2]1[CH:7]=[CH:6][CH:5]=[CH:4][CH:3]=1. (6) Given the product [C:1]1([CH:7]2[CH2:12][N:11]([C:24]3[CH:29]=[CH:28][CH:27]=[CH:26][CH:25]=3)[CH2:10][CH2:9][N:8]2[C:13]([O:15][CH2:16][C:17]2[CH:18]=[CH:19][CH:20]=[CH:21][CH:22]=2)=[O:14])[CH:2]=[CH:3][CH:4]=[CH:5][CH:6]=1, predict the reactants needed to synthesize it. The reactants are: [C:1]1([CH:7]2[CH2:12][NH:11][CH2:10][CH2:9][N:8]2[C:13]([O:15][CH2:16][C:17]2[CH:22]=[CH:21][CH:20]=[CH:19][CH:18]=2)=[O:14])[CH:6]=[CH:5][CH:4]=[CH:3][CH:2]=1.Br[C:24]1[CH:29]=[CH:28][CH:27]=[CH:26][CH:25]=1.CC(C)([O-])C.[Na+]. (7) The reactants are: Cl[C:2]1[CH:7]=[CH:6][N:5]=[C:4]2[C:8]([C:11](=[O:29])[C:12]([N:14]3[CH2:19][CH2:18][C:17](=[C:20]([C:23]4[CH:28]=[CH:27][CH:26]=[CH:25][CH:24]=4)[C:21]#[N:22])[CH2:16][CH2:15]3)=[O:13])=[CH:9][NH:10][C:3]=12.C([Sn](CCCC)(CCCC)[C:35]1[S:36][CH:37]=[CH:38][N:39]=1)CCC.O1CCOCC1. Given the product [O:29]=[C:11]([C:8]1[C:4]2=[N:5][CH:6]=[CH:7][C:2]([C:35]3[S:36][CH:37]=[CH:38][N:39]=3)=[C:3]2[NH:10][CH:9]=1)[C:12]([N:14]1[CH2:19][CH2:18][C:17](=[C:20]([C:23]2[CH:28]=[CH:27][CH:26]=[CH:25][CH:24]=2)[C:21]#[N:22])[CH2:16][CH2:15]1)=[O:13], predict the reactants needed to synthesize it. (8) Given the product [F:1][C:2]1[CH:7]=[CH:6][C:5]([CH2:8][CH2:9][Br:12])=[CH:4][CH:3]=1, predict the reactants needed to synthesize it. The reactants are: [F:1][C:2]1[CH:7]=[CH:6][C:5]([CH2:8][CH2:9]O)=[CH:4][CH:3]=1.P(Br)(Br)[Br:12]. (9) Given the product [I:1][C:2]1[CH:3]=[C:4]2[C:8](=[CH:9][CH:10]=1)[NH:7][C:6](=[O:11])[C:5]2=[N:22][NH:21][C:19](=[O:20])[C:18]1[CH:23]=[CH:24][C:15]([O:14][CH3:13])=[CH:16][CH:17]=1, predict the reactants needed to synthesize it. The reactants are: [I:1][C:2]1[CH:3]=[C:4]2[C:8](=[CH:9][CH:10]=1)[NH:7][C:6](=[O:11])[C:5]2=O.[CH3:13][O:14][C:15]1[CH:24]=[CH:23][C:18]([C:19]([NH:21][NH2:22])=[O:20])=[CH:17][CH:16]=1. (10) Given the product [CH:1]1([C:7]([NH:9][C:10]([Cl:18])([OH:15])[C:11]([Cl:13])([Cl:14])[Cl:12])=[O:8])[CH2:2][CH2:3][CH2:4][CH2:5][CH2:6]1, predict the reactants needed to synthesize it. The reactants are: [CH:1]1([C:7]([NH:9][CH:10]([OH:15])[C:11]([Cl:14])([Cl:13])[Cl:12])=[O:8])[CH2:6][CH2:5][CH2:4][CH2:3][CH2:2]1.S(Cl)([Cl:18])=O.